This data is from NCI-60 drug combinations with 297,098 pairs across 59 cell lines. The task is: Regression. Given two drug SMILES strings and cell line genomic features, predict the synergy score measuring deviation from expected non-interaction effect. (1) Drug 1: CC1C(C(=O)NC(C(=O)N2CCCC2C(=O)N(CC(=O)N(C(C(=O)O1)C(C)C)C)C)C(C)C)NC(=O)C3=C4C(=C(C=C3)C)OC5=C(C(=O)C(=C(C5=N4)C(=O)NC6C(OC(=O)C(N(C(=O)CN(C(=O)C7CCCN7C(=O)C(NC6=O)C(C)C)C)C)C(C)C)C)N)C. Drug 2: CC12CCC3C(C1CCC2O)C(CC4=C3C=CC(=C4)O)CCCCCCCCCS(=O)CCCC(C(F)(F)F)(F)F. Cell line: PC-3. Synergy scores: CSS=3.62, Synergy_ZIP=3.76, Synergy_Bliss=7.49, Synergy_Loewe=9.91, Synergy_HSA=8.89. (2) Drug 1: CNC(=O)C1=CC=CC=C1SC2=CC3=C(C=C2)C(=NN3)C=CC4=CC=CC=N4. Drug 2: CN(C(=O)NC(C=O)C(C(C(CO)O)O)O)N=O. Cell line: MDA-MB-231. Synergy scores: CSS=2.91, Synergy_ZIP=-1.11, Synergy_Bliss=-3.91, Synergy_Loewe=-6.92, Synergy_HSA=-7.01. (3) Drug 1: C1CCN(CC1)CCOC2=CC=C(C=C2)C(=O)C3=C(SC4=C3C=CC(=C4)O)C5=CC=C(C=C5)O. Drug 2: CC1CCCC2(C(O2)CC(NC(=O)CC(C(C(=O)C(C1O)C)(C)C)O)C(=CC3=CSC(=N3)C)C)C. Cell line: HCC-2998. Synergy scores: CSS=14.1, Synergy_ZIP=-1.87, Synergy_Bliss=-2.45, Synergy_Loewe=-85.1, Synergy_HSA=-2.46. (4) Drug 1: CC1OCC2C(O1)C(C(C(O2)OC3C4COC(=O)C4C(C5=CC6=C(C=C35)OCO6)C7=CC(=C(C(=C7)OC)O)OC)O)O. Drug 2: CC12CCC3C(C1CCC2O)C(CC4=C3C=CC(=C4)O)CCCCCCCCCS(=O)CCCC(C(F)(F)F)(F)F. Cell line: MCF7. Synergy scores: CSS=40.9, Synergy_ZIP=-5.18, Synergy_Bliss=-4.25, Synergy_Loewe=4.65, Synergy_HSA=5.48. (5) Drug 1: CCC1=CC2CC(C3=C(CN(C2)C1)C4=CC=CC=C4N3)(C5=C(C=C6C(=C5)C78CCN9C7C(C=CC9)(C(C(C8N6C)(C(=O)OC)O)OC(=O)C)CC)OC)C(=O)OC.C(C(C(=O)O)O)(C(=O)O)O. Drug 2: C1CCC(CC1)NC(=O)N(CCCl)N=O. Cell line: HOP-92. Synergy scores: CSS=40.9, Synergy_ZIP=-13.2, Synergy_Bliss=-8.84, Synergy_Loewe=-11.9, Synergy_HSA=-4.12. (6) Drug 1: CC(C1=C(C=CC(=C1Cl)F)Cl)OC2=C(N=CC(=C2)C3=CN(N=C3)C4CCNCC4)N. Drug 2: C1=NC2=C(N=C(N=C2N1C3C(C(C(O3)CO)O)F)Cl)N. Cell line: BT-549. Synergy scores: CSS=22.7, Synergy_ZIP=-0.520, Synergy_Bliss=-3.75, Synergy_Loewe=-27.3, Synergy_HSA=-6.74. (7) Drug 1: CC1=CC2C(CCC3(C2CCC3(C(=O)C)OC(=O)C)C)C4(C1=CC(=O)CC4)C. Drug 2: CCC1(C2=C(COC1=O)C(=O)N3CC4=CC5=C(C=CC(=C5CN(C)C)O)N=C4C3=C2)O.Cl. Cell line: A549. Synergy scores: CSS=19.1, Synergy_ZIP=-6.14, Synergy_Bliss=-0.949, Synergy_Loewe=-11.0, Synergy_HSA=-0.492.